Dataset: Reaction yield outcomes from USPTO patents with 853,638 reactions. Task: Predict the reaction yield, written as a fraction of the theoretical maximum amount of product (1.0 means a 100% yield; for example, 0.34 means a 34% yield). (1) The reactants are [CH3:1][Mg+].[Br-].Cl[C:5]1[CH:10]=[CH:9][N:8]=[C:7]2[NH:11][CH:12]=[CH:13][C:6]=12. The catalyst is C1(C)C=CC=CC=1.C1C=CC(P(C2C=CC=CC=2)[C-]2C=CC=C2)=CC=1.C1C=CC(P(C2C=CC=CC=2)[C-]2C=CC=C2)=CC=1.Cl[Pd]Cl.[Fe+2]. The product is [CH3:1][C:5]1[CH:10]=[CH:9][N:8]=[C:7]2[NH:11][CH:12]=[CH:13][C:6]=12. The yield is 0.930. (2) The catalyst is C(Cl)Cl.CO.C(Cl)Cl.CCOC(C)=O. The reactants are [F:1][CH:2]([F:37])[C:3]1[N:7]([C:8]2[N:13]=[C:12]([N:14]3[CH2:19][CH2:18][O:17][CH2:16][CH2:15]3)[N:11]=[C:10](N3CCNCC3)[N:9]=2)[C:6]2[CH:26]=[CH:27][CH:28]=[C:29]([O:30][CH2:31][CH2:32][CH2:33][N:34]([CH3:36])[CH3:35])[C:5]=2[N:4]=1.[CH3:38][S:39]([Cl:42])(=[O:41])=[O:40].[C:43]([O-:46])([O-])=O.[K+].[K+].Cl. The product is [ClH:42].[F:1][CH:2]([F:37])[C:3]1[N:7]([C:8]2[N:9]=[C:10]([O:46][CH:43]3[CH2:6][CH2:5][N:4]([S:39]([CH3:38])(=[O:41])=[O:40])[CH2:3][CH2:2]3)[N:11]=[C:12]([N:14]3[CH2:19][CH2:18][O:17][CH2:16][CH2:15]3)[N:13]=2)[C:6]2[CH:26]=[CH:27][CH:28]=[C:29]([O:30][CH2:31][CH2:32][CH2:33][N:34]([CH3:36])[CH3:35])[C:5]=2[N:4]=1. The yield is 0.710. (3) The reactants are [OH:1][C:2]1[C:9]([OH:10])=[C:8]([OH:11])[CH:7]=[CH:6][C:3]=1[CH:4]=O.[C:12]([NH:15][CH2:16][C:17]([OH:19])=O)(=[O:14])[CH3:13].[CH3:20][C:21]([O-:23])=O.[Na+].O.[CH3:26][C:27](OC(C)=O)=[O:28]. No catalyst specified. The product is [C:12]([NH:15][C:16]1[C:17](=[O:19])[O:1][C:2]2[C:3]([CH:4]=1)=[CH:6][CH:7]=[C:8]([O:11][C:27](=[O:28])[CH3:26])[C:9]=2[O:10][C:21](=[O:23])[CH3:20])(=[O:14])[CH3:13]. The yield is 0.540. (4) The reactants are [F:1][C:2]([F:7])([F:6])[C:3]([OH:5])=[O:4].[CH2:8]([S:10]([N:13]1[CH2:18][CH2:17][CH:16]([C:19]2[C:27]3[C:22](=[C:23]([C:40]([NH2:42])=[O:41])[CH:24]=[C:25]([C:28]4[CH:32]=[C:31]([CH2:33][N:34]([C@@H:36]([CH3:39])CO)[CH3:35])[S:30][CH:29]=4)[CH:26]=3)[NH:21][CH:20]=2)[CH2:15][CH2:14]1)(=[O:12])=[O:11])[CH3:9].N[C@H:44]([CH3:47])[CH2:45][OH:46]. No catalyst specified. The product is [F:1][C:2]([F:7])([F:6])[C:3]([OH:5])=[O:4].[CH2:8]([S:10]([N:13]1[CH2:14][CH2:15][CH:16]([C:19]2[C:27]3[C:22](=[C:23]([C:40]([NH2:42])=[O:41])[CH:24]=[C:25]([C:28]4[CH:32]=[C:31]([CH2:33][N:34]([CH3:35])[CH2:36][C@H:39]5[CH2:47][CH2:44][CH2:45][O:46]5)[S:30][CH:29]=4)[CH:26]=3)[NH:21][CH:20]=2)[CH2:17][CH2:18]1)(=[O:11])=[O:12])[CH3:9]. The yield is 0.351. (5) The reactants are [NH2:1][C:2]1[C:7]([N+:8]([O-])=O)=[CH:6][C:5]([C:11]2[CH:16]=[CH:15][C:14]([C:17]#[N:18])=[CH:13][CH:12]=2)=[C:4]([F:19])[CH:3]=1.[Cl-].[NH4+]. The catalyst is CO.[Zn]. The product is [NH2:1][C:2]1[C:7]([NH2:8])=[CH:6][C:5]([C:11]2[CH:12]=[CH:13][C:14]([C:17]#[N:18])=[CH:15][CH:16]=2)=[C:4]([F:19])[CH:3]=1. The yield is 0.990. (6) The reactants are [Cl:1][C:2]1[CH:7]=[CH:6][C:5]([S:8]([NH:11][CH2:12][C:13]2[CH:18]=[CH:17][CH:16]=[CH:15][N:14]=2)(=[O:10])=[O:9])=[CH:4][CH:3]=1.Br[CH2:20][C:21]1[CH:28]=[CH:27][C:24]([C:25]#[N:26])=[CH:23][C:22]=1[F:29]. No catalyst specified. The product is [Cl:1][C:2]1[CH:3]=[CH:4][C:5]([S:8]([N:11]([CH2:20][C:21]2[CH:28]=[CH:27][C:24]([C:25]#[N:26])=[CH:23][C:22]=2[F:29])[CH2:12][C:13]2[CH:18]=[CH:17][CH:16]=[CH:15][N:14]=2)(=[O:10])=[O:9])=[CH:6][CH:7]=1. The yield is 0.950. (7) The reactants are [I:1][C:2]1[CH:10]=[CH:9][C:5]([C:6]([OH:8])=[O:7])=[C:4]([Br:11])[CH:3]=1.S(=O)(=O)(O)O.[CH2:17](O)[CH3:18]. No catalyst specified. The product is [Br:11][C:4]1[CH:3]=[C:2]([I:1])[CH:10]=[CH:9][C:5]=1[C:6]([O:8][CH2:17][CH3:18])=[O:7]. The yield is 0.920. (8) The yield is 0.800. The catalyst is C1COCC1. The product is [F:1][CH2:2][C:3]([CH2:9][F:10])([CH3:8])[C:4](=[O:5])[CH2:13][C:14]#[N:15]. The reactants are [F:1][CH2:2][C:3]([CH2:9][F:10])([CH3:8])[C:4](OC)=[O:5].[H-].[Na+].[CH3:13][C:14]#[N:15]. (9) The reactants are Cl.[F:2][C:3]([F:21])([F:20])[C:4]1[N:9]=[CH:8][C:7]([CH:10]2[CH2:15][CH:14]([C:16]([O:18][CH3:19])=[O:17])[CH2:13][CH2:12][NH:11]2)=[CH:6][CH:5]=1.CCN(C(C)C)C(C)C.[C:31](Cl)(=[O:34])[O:32][CH3:33]. The catalyst is C(Cl)Cl. The product is [F:21][C:3]([F:2])([F:20])[C:4]1[N:9]=[CH:8][C:7]([CH:10]2[CH2:15][CH:14]([C:16]([O:18][CH3:19])=[O:17])[CH2:13][CH2:12][N:11]2[C:31]([O:32][CH3:33])=[O:34])=[CH:6][CH:5]=1. The yield is 0.940.